This data is from Forward reaction prediction with 1.9M reactions from USPTO patents (1976-2016). The task is: Predict the product of the given reaction. (1) Given the reactants [CH2:1]([N:8]1[CH2:13][CH2:12][C:11](=[O:14])[CH2:10][CH2:9]1)[C:2]1[CH:7]=[CH:6][CH:5]=[CH:4][CH:3]=1.[OH-].[Na+].[C:17]1(C)C=CC=CC=1, predict the reaction product. The product is: [CH2:1]([N:8]1[CH2:13][CH2:12][C:11]2([O:14][CH2:17]2)[CH2:10][CH2:9]1)[C:2]1[CH:3]=[CH:4][CH:5]=[CH:6][CH:7]=1. (2) Given the reactants [Cl:1][C:2]1[CH:10]=[C:9]([C:11]([NH:13][CH:14]([C:16]2[NH:20][C:19]3[CH:21]=[CH:22][C:23]([Cl:25])=[CH:24][C:18]=3[N:17]=2)[CH3:15])=[O:12])[CH:8]=[CH:7][C:3]=1[C:4](O)=[O:5].[NH2:26][CH2:27][CH2:28][CH:29]1[CH2:34][CH2:33][CH2:32][NH:31][CH2:30]1.C(N(C(C)C)CC)(C)C.ClCl, predict the reaction product. The product is: [NH2:26][CH2:27][CH2:28][CH:29]1[CH2:34][CH2:33][CH2:32][N:31]([C:4]([C:3]2[CH:7]=[CH:8][C:9]([C:11]([NH:13][CH:14]([C:16]3[NH:20][C:19]4[CH:21]=[CH:22][C:23]([Cl:25])=[CH:24][C:18]=4[N:17]=3)[CH3:15])=[O:12])=[CH:10][C:2]=2[Cl:1])=[O:5])[CH2:30]1. (3) Given the reactants [CH3:1][O:2][C:3]1[CH:4]=[C:5]([C:11]2[CH:12]=[CH:13][C:14]3[N:15]([C:17]([C:21]4[CH:25]=[CH:24][NH:23][N:22]=4)=[C:18]([CH3:20])[N:19]=3)[N:16]=2)[CH:6]=[CH:7][C:8]=1[O:9][CH3:10].[C:26]([C:28]1[CH:33]=[CH:32][C:31]([S:34](Cl)(=[O:36])=[O:35])=[CH:30][CH:29]=1)#[N:27], predict the reaction product. The product is: [CH3:1][O:2][C:3]1[CH:4]=[C:5]([C:11]2[CH:12]=[CH:13][C:14]3[N:15]([C:17]([C:21]4[CH:25]=[CH:24][N:23]([S:34]([C:31]5[CH:30]=[CH:29][C:28]([C:26]#[N:27])=[CH:33][CH:32]=5)(=[O:36])=[O:35])[N:22]=4)=[C:18]([CH3:20])[N:19]=3)[N:16]=2)[CH:6]=[CH:7][C:8]=1[O:9][CH3:10]. (4) Given the reactants II.[Cl:3][C:4]1[CH:9]=[C:8]([F:10])[CH:7]=[CH:6][C:5]=1I.[B:12](OC)([O:15]C)[O:13]C.Cl, predict the reaction product. The product is: [Cl:3][C:4]1[CH:9]=[C:8]([F:10])[CH:7]=[CH:6][C:5]=1[B:12]([OH:15])[OH:13]. (5) The product is: [CH3:11][O:12][C:13]([C:14]1([C:15]2[CH:20]=[CH:19][N:18]=[C:17]([C:21]3[CH:22]=[CH:23][C:24]([C:27]([F:30])([F:28])[F:29])=[CH:25][CH:26]=3)[CH:16]=2)[CH2:36][CH:35]=[CH:34][CH2:33]1)=[O:31]. Given the reactants C[Si]([N-][Si](C)(C)C)(C)C.[Li+].[CH3:11][O:12][C:13](=[O:31])[CH2:14][C:15]1[CH:20]=[CH:19][N:18]=[C:17]([C:21]2[CH:26]=[CH:25][C:24]([C:27]([F:30])([F:29])[F:28])=[CH:23][CH:22]=2)[CH:16]=1.Cl[CH2:33]/[CH:34]=[CH:35]\[CH2:36]Cl, predict the reaction product. (6) Given the reactants [F:1][C:2]1[CH:29]=[CH:28][CH:27]=[C:26]([F:30])[C:3]=1[CH2:4][O:5][C:6]1[CH:7]=[CH:8][C:9]([CH3:25])=[C:10]([N:12]2[CH2:21][C:20]3[C:15](=[CH:16][C:17]([CH2:22][OH:23])=[CH:18][CH:19]=3)[NH:14][C:13]2=[O:24])[CH:11]=1.S(=O)(=O)(O)O.[CH3:36]O, predict the reaction product. The product is: [F:1][C:2]1[CH:29]=[CH:28][CH:27]=[C:26]([F:30])[C:3]=1[CH2:4][O:5][C:6]1[CH:7]=[CH:8][C:9]([CH3:25])=[C:10]([N:12]2[CH2:21][C:20]3[C:15](=[CH:16][C:17]([CH2:22][O:23][CH3:36])=[CH:18][CH:19]=3)[NH:14][C:13]2=[O:24])[CH:11]=1. (7) The product is: [Si:1]([O:18][CH:19]([C:21]1[S:22][CH:23]=[C:24]([C:26]([NH:29][C@@H:30]([CH3:46])[CH2:31][N:32]2[CH:36]=[CH:35][C:34]([C:37]3[CH:44]=[CH:43][C:40]([C:41]#[N:42])=[C:39]([Cl:45])[CH:38]=3)=[N:33]2)=[O:28])[N:25]=1)[CH3:20])([C:14]([CH3:17])([CH3:15])[CH3:16])([C:8]1[CH:13]=[CH:12][CH:11]=[CH:10][CH:9]=1)[C:2]1[CH:3]=[CH:4][CH:5]=[CH:6][CH:7]=1. Given the reactants [Si:1]([O:18][CH:19]([C:21]1[S:22][CH:23]=[C:24]([C:26]([OH:28])=O)[N:25]=1)[CH3:20])([C:14]([CH3:17])([CH3:16])[CH3:15])([C:8]1[CH:13]=[CH:12][CH:11]=[CH:10][CH:9]=1)[C:2]1[CH:7]=[CH:6][CH:5]=[CH:4][CH:3]=1.[NH2:29][C@@H:30]([CH3:46])[CH2:31][N:32]1[CH:36]=[CH:35][C:34]([C:37]2[CH:44]=[CH:43][C:40]([C:41]#[N:42])=[C:39]([Cl:45])[CH:38]=2)=[N:33]1, predict the reaction product.